This data is from Forward reaction prediction with 1.9M reactions from USPTO patents (1976-2016). The task is: Predict the product of the given reaction. (1) Given the reactants [Cl:1][C:2]1[C:10]([F:11])=[C:9]2[C:5]([C:6]([S:20][C:21]3[C:22]([F:32])=[C:23]([CH:29]=[CH:30][CH:31]=3)[C:24]([O:26][CH2:27][CH3:28])=[O:25])=[CH:7][N:8]2[C:12]2[CH:13]=[N:14][N:15]([CH2:17][CH2:18][CH3:19])[CH:16]=2)=[CH:4][CH:3]=1.C1C(=O)N([Br:40])C(=O)C1, predict the reaction product. The product is: [Br:40][C:7]1[N:8]([C:12]2[CH:13]=[N:14][N:15]([CH2:17][CH2:18][CH3:19])[CH:16]=2)[C:9]2[C:5]([C:6]=1[S:20][C:21]1[C:22]([F:32])=[C:23]([CH:29]=[CH:30][CH:31]=1)[C:24]([O:26][CH2:27][CH3:28])=[O:25])=[CH:4][CH:3]=[C:2]([Cl:1])[C:10]=2[F:11]. (2) Given the reactants [OH:1][C:2]1[CH:7]=[CH:6][C:5]([C:8](=[O:10])[CH3:9])=[CH:4][CH:3]=1.C(P(CCCC)CCCC)CCC.[C:24]([O:28][C:29]([N:31]1[CH2:36][CH2:35][CH:34](O)[CH2:33][CH2:32]1)=[O:30])([CH3:27])([CH3:26])[CH3:25].N(C(N1CCCCC1)=O)=NC(N1CCCCC1)=O, predict the reaction product. The product is: [C:24]([O:28][C:29]([N:31]1[CH2:36][CH2:35][CH:34]([O:1][C:2]2[CH:7]=[CH:6][C:5]([C:8](=[O:10])[CH3:9])=[CH:4][CH:3]=2)[CH2:33][CH2:32]1)=[O:30])([CH3:27])([CH3:25])[CH3:26]. (3) Given the reactants Br[C:2]1[CH:16]=[CH:15][C:5]([N:6]([CH2:11][CH:12]([CH3:14])[CH3:13])[CH2:7][CH:8]([CH3:10])[CH3:9])=[C:4]([N+:17]([O-:19])=[O:18])[CH:3]=1.[O-]P([O-])([O-])=O.[K+].[K+].[K+].[CH2:28](O)[CH3:29], predict the reaction product. The product is: [CH2:7]([N:6]([CH2:11][CH:12]([CH3:14])[CH3:13])[C:5]1[CH:15]=[CH:16][C:2]([CH:28]=[CH2:29])=[CH:3][C:4]=1[N+:17]([O-:19])=[O:18])[CH:8]([CH3:10])[CH3:9]. (4) Given the reactants [CH3:1][S:2]([O:5][C:6]1[C:26](=[O:27])[N:10]2[CH2:11][CH:12]3[CH2:16][C:15]([N:17](C(OC(C)(C)C)=O)[CH3:18])([C:9]2=[N:8][C:7]=1[C:28](=[O:38])[NH:29][CH2:30][C:31]1[CH:36]=[CH:35][C:34]([F:37])=[CH:33][CH:32]=1)[CH2:14][CH2:13]3)(=[O:4])=[O:3].O1CCOCC1.[ClH:45], predict the reaction product. The product is: [ClH:45].[CH3:1][S:2]([O:5][C:6]1[C:26](=[O:27])[N:10]2[CH2:11][CH:12]3[CH2:16][C:15]([NH:17][CH3:18])([C:9]2=[N:8][C:7]=1[C:28](=[O:38])[NH:29][CH2:30][C:31]1[CH:36]=[CH:35][C:34]([F:37])=[CH:33][CH:32]=1)[CH2:14][CH2:13]3)(=[O:3])=[O:4]. (5) Given the reactants [N:1]1([CH2:6][CH2:7][N:8]2[CH:16]=[C:15]3[C:10]([CH:11]=[CH:12][CH:13]=[C:14]3N)=[N:9]2)[CH2:5][CH2:4][CH2:3][CH2:2]1.[CH2:18]([O:25][C:26]1[CH:31]=[CH:30][C:29]([CH2:32][C:33]([OH:35])=O)=[CH:28][CH:27]=1)[C:19]1[CH:24]=[CH:23][CH:22]=[CH:21][CH:20]=1.Cl.[CH2:37]([N:39]=C=NC(C)(C)CC)C.ON1C2C=CC=CC=2N=N1.CN1CCOCC1, predict the reaction product. The product is: [CH2:18]([O:25][C:26]1[CH:31]=[CH:30][C:29]([CH2:32][C:33]([NH:39][CH2:37][C:14]2[C:15]3[C:10]([CH:11]=[CH:12][CH:13]=2)=[N:9][N:8]([CH2:7][CH2:6][N:1]2[CH2:5][CH2:4][CH2:3][CH2:2]2)[CH:16]=3)=[O:35])=[CH:28][CH:27]=1)[C:19]1[CH:24]=[CH:23][CH:22]=[CH:21][CH:20]=1. (6) Given the reactants [C:1]([O:5][C:6]([N:8]1[CH2:17][CH2:16][C:11]2([CH2:14][CH:13]([OH:15])[CH2:12]2)[CH2:10][CH2:9]1)=[O:7])([CH3:4])([CH3:3])[CH3:2].[CH3:18][S:19](Cl)(=[O:21])=[O:20], predict the reaction product. The product is: [C:1]([O:5][C:6]([N:8]1[CH2:9][CH2:10][C:11]2([CH2:12][CH:13]([O:15][S:19]([CH3:18])(=[O:21])=[O:20])[CH2:14]2)[CH2:16][CH2:17]1)=[O:7])([CH3:4])([CH3:2])[CH3:3]. (7) Given the reactants [CH2:1]([O:3][C:4]([N:6]1[CH2:13][CH:12]2[CH:8]([CH:9]([CH3:17])[C:10]3[CH:16]=[CH:15][S:14][C:11]=32)[CH2:7]1)=[O:5])[CH3:2].C(Cl)(Cl)Cl.C1C(=O)N([Br:29])C(=O)C1, predict the reaction product. The product is: [CH2:1]([O:3][C:4]([N:6]1[CH2:13][CH:12]2[CH:8]([CH:9]([CH3:17])[C:10]3[CH:16]=[C:15]([Br:29])[S:14][C:11]=32)[CH2:7]1)=[O:5])[CH3:2]. (8) Given the reactants S(C1C=CC(C)=CC=1)([O-])(=O)=O.[NH2:12][C@H:13]([CH3:22])[C:14]([O:16][CH2:17][C:18]([CH3:21])([CH3:20])[CH3:19])=[O:15].[P:23](Cl)(Cl)(=[O:35])[O:24][C:25]1[C:34]2[C:29](=[CH:30][CH:31]=[CH:32][CH:33]=2)[CH:28]=[CH:27][CH:26]=1.C(Cl)[Cl:39], predict the reaction product. The product is: [Cl:39][C:26]1[CH:27]=[CH:28][C:29]2[C:34](=[CH:33][CH:32]=[CH:31][CH:30]=2)[C:25]=1[O:24][P:23](=[N:12][C@H:13]([CH3:22])[C:14]([O:16][CH2:17][C:18]([CH3:21])([CH3:20])[CH3:19])=[O:15])=[O:35]. (9) Given the reactants [CH3:1][O:2][C:3](=[O:14])[CH2:4][C:5]1[CH:10]=[CH:9][C:8]([CH2:11]O)=[C:7]([Cl:13])[CH:6]=1.[Cl-].[Li+].CC1C=C(C)N=C(C)C=1.CS([Cl:30])(=O)=O, predict the reaction product. The product is: [CH3:1][O:2][C:3](=[O:14])[CH2:4][C:5]1[CH:10]=[CH:9][C:8]([CH2:11][Cl:30])=[C:7]([Cl:13])[CH:6]=1. (10) Given the reactants [F:1][C:2]1[CH:13]=[C:12]([C:14]2[CH:15]=[N:16][C:17]3[N:18]([C:20]([C:23]4([C:26]5[CH:27]=[C:28]6[C:33](=[CH:34][CH:35]=5)[N:32]=[CH:31][CH:30]=[CH:29]6)[CH2:25][CH2:24]4)=[CH:21][N:22]=3)[CH:19]=2)[CH:11]=[CH:10][C:3]=1[O:4][CH:5]([CH3:9])[C:6]([OH:8])=O.F[P-](F)(F)(F)(F)F.N1(O[P+](N(C)C)(N(C)C)N(C)C)C2C=[CH:49][CH:50]=[CH:51][C:46]=2[N:45]=N1.N1CCCC1.C(N(CC)C(C)C)(C)C, predict the reaction product. The product is: [F:1][C:2]1[CH:13]=[C:12]([C:14]2[CH:15]=[N:16][C:17]3[N:18]([C:20]([C:23]4([C:26]5[CH:27]=[C:28]6[C:33](=[CH:34][CH:35]=5)[N:32]=[CH:31][CH:30]=[CH:29]6)[CH2:25][CH2:24]4)=[CH:21][N:22]=3)[CH:19]=2)[CH:11]=[CH:10][C:3]=1[O:4][CH:5]([CH3:9])[C:6](=[O:8])[N:45]1[CH2:46][CH2:51][CH2:50][CH2:49]1.